From a dataset of Full USPTO retrosynthesis dataset with 1.9M reactions from patents (1976-2016). Predict the reactants needed to synthesize the given product. (1) Given the product [NH2:13][C:12]1[N:8]([C:5]2[CH:6]=[CH:7][C:2]([P:69]3(=[O:74])[CH2:73][CH2:72][CH2:71][CH2:70]3)=[CH:3][CH:4]=2)[N:9]=[C:10]([C:14]([CH3:17])([CH3:16])[CH3:15])[CH:11]=1, predict the reactants needed to synthesize it. The reactants are: Br[C:2]1[CH:7]=[CH:6][C:5]([N:8]2[C:12]([NH2:13])=[CH:11][C:10]([C:14]([CH3:17])([CH3:16])[CH3:15])=[N:9]2)=[CH:4][CH:3]=1.CC1(C)C2C(=C(P(C3C=CC=CC=3)C3C=CC=CC=3)C=CC=2)OC2C(P(C3C=CC=CC=3)C3C=CC=CC=3)=CC=CC1=2.[O-]P([O-])([O-])=O.[K+].[K+].[K+].O.[PH:69]1(=[O:74])[CH2:73][CH2:72][CH2:71][CH2:70]1. (2) Given the product [Cl:1][C:2]1[C:10]2[C:6](=[C:7]([C:14]3[CH:15]=[CH:16][C:17]([OH:20])=[CH:18][CH:19]=3)[N:8]([CH2:11][CH2:12][CH3:13])[N:9]=2)[CH:5]=[CH:4][CH:3]=1, predict the reactants needed to synthesize it. The reactants are: [Cl:1][C:2]1[C:10]2[C:6](=[C:7]([C:14]3[CH:19]=[CH:18][C:17]([O:20]C)=[CH:16][CH:15]=3)[N:8]([CH2:11][CH2:12][CH3:13])[N:9]=2)[CH:5]=[CH:4][CH:3]=1.B(Br)(Br)Br.C1CCCCC=1. (3) The reactants are: BrC1C(F)=CC2OCCN3C(C(O)C4C=CC=C(C(F)(F)F)C=4)=C(C(O)=O)N=C3C=2C=1.[Br:32][C:33]1[C:34]([F:61])=[CH:35][C:36]2[O:42][CH2:41][CH2:40][N:39]3[C:43]([CH:50]([C:52]4[CH:57]=[C:56]([F:58])[CH:55]=[C:54]([F:59])[CH:53]=4)[OH:51])=[C:44]([C:46]([O:48]C)=[O:47])[N:45]=[C:38]3[C:37]=2[CH:60]=1.[OH-].[Li+]. Given the product [Br:32][C:33]1[C:34]([F:61])=[CH:35][C:36]2[O:42][CH2:41][CH2:40][N:39]3[C:43]([CH:50]([C:52]4[CH:57]=[C:56]([F:58])[CH:55]=[C:54]([F:59])[CH:53]=4)[OH:51])=[C:44]([C:46]([OH:48])=[O:47])[N:45]=[C:38]3[C:37]=2[CH:60]=1, predict the reactants needed to synthesize it. (4) Given the product [CH3:18][O:17][C:15]([C:14]1[S:13][C:8]2=[N:9][CH:10]=[CH:11][CH:12]=[C:7]2[C:6]=1[OH:5])=[O:16], predict the reactants needed to synthesize it. The reactants are: CO.C([O:5][C:6](=O)[C:7]1[CH:12]=[CH:11][CH:10]=[N:9][C:8]=1[S:13][CH2:14][C:15]([O:17][CH3:18])=[O:16])C.C[O-].[Na+].Cl. (5) Given the product [F:1][C:2]1([C:12]2[S:13][CH:14]=[CH:15][N:16]=2)[CH2:3][CH2:4][C:5](=[O:6])[CH2:10][CH2:11]1, predict the reactants needed to synthesize it. The reactants are: [F:1][C:2]1([C:12]2[S:13][CH:14]=[CH:15][N:16]=2)[CH2:11][CH2:10][C:5]2(OCC[O:6]2)[CH2:4][CH2:3]1.ClC1C(C2(F)CCC3(OCCO3)CC2)=NC=CC=1. (6) Given the product [CH3:23][C:22]1[C:17]2[CH:18]=[N:19][CH:20]=[CH:21][C:16]=2[S:1][C:2]=1[C:3]([O:5][CH2:6][CH3:7])=[O:4], predict the reactants needed to synthesize it. The reactants are: [SH:1][CH2:2][C:3]([O:5][CH2:6][CH3:7])=[O:4].C(N(CC)CC)C.Cl[C:16]1[CH:21]=[CH:20][N:19]=[CH:18][C:17]=1[C:22](=O)[CH3:23]. (7) Given the product [C:1]([O:5][C:6]([N:8]1[CH2:13][CH2:12][N:11]([CH2:14][CH2:15][CH:16]([CH3:18])[CH3:17])[CH2:10][C@@H:9]1[C@@H:19]([OH:42])[C@H:20]([NH2:28])[CH2:21][C:22]1[CH:27]=[CH:26][CH:25]=[CH:24][CH:23]=1)=[O:7])([CH3:3])([CH3:4])[CH3:2], predict the reactants needed to synthesize it. The reactants are: [C:1]([O:5][C:6]([N:8]1[CH2:13][CH2:12][N:11]([CH2:14][CH2:15][CH:16]([CH3:18])[CH3:17])[CH2:10][C@@H:9]1[C@@H:19]([OH:42])[C@H:20]([N:28]=C(C1C=CC=CC=1)C1C=CC=CC=1)[CH2:21][C:22]1[CH:27]=[CH:26][CH:25]=[CH:24][CH:23]=1)=[O:7])([CH3:4])([CH3:3])[CH3:2].[H][H]. (8) Given the product [F:56][C:48]1[C:49]([F:55])=[C:50]([CH:51]=[O:52])[CH:53]=[CH:54][C:47]=1[C:5]1[CH:6]=[CH:7][C:2]([F:1])=[CH:3][CH:4]=1, predict the reactants needed to synthesize it. The reactants are: [F:1][C:2]1[CH:7]=[CH:6][C:5](B(O)O)=[CH:4][CH:3]=1.C1(P(C2CCCCC2)C2C=CC=CC=2C2C(OC)=CC=CC=2OC)CCCCC1.C(=O)([O-])[O-].[Na+].[Na+].Br[C:47]1[CH:54]=[CH:53][C:50]([CH:51]=[O:52])=[C:49]([F:55])[C:48]=1[F:56]. (9) Given the product [CH3:6][O:5][C:3](=[O:4])[C:2]([CH3:9])([CH3:1])[CH2:7][O:8][Si:10]([C:13]([CH3:16])([CH3:15])[CH3:14])([CH3:12])[CH3:11], predict the reactants needed to synthesize it. The reactants are: [CH3:1][C:2]([CH3:9])([CH2:7][OH:8])[C:3]([O:5][CH3:6])=[O:4].[Si:10](Cl)([C:13]([CH3:16])([CH3:15])[CH3:14])([CH3:12])[CH3:11].CCN(CC)CC.OS([O-])(=O)=O.[Na+]. (10) Given the product [C:28]([C:24]1[CH:23]=[C:22]([NH:21][C:19]([CH:15]2[CH2:14][CH2:13][C:12]3[C:17](=[CH:18][C:9]([O:8][C:6]4[CH:5]=[CH:4][N:3]=[C:2]([NH:1][C:33]([NH:32][CH2:35][CH3:36])=[O:34])[CH:7]=4)=[CH:10][CH:11]=3)[CH2:16]2)=[O:20])[CH:27]=[CH:26][CH:25]=1)([CH3:31])([CH3:30])[CH3:29], predict the reactants needed to synthesize it. The reactants are: [NH2:1][C:2]1[CH:7]=[C:6]([O:8][C:9]2[CH:18]=[C:17]3[C:12]([CH2:13][CH2:14][CH:15]([C:19]([NH:21][C:22]4[CH:27]=[CH:26][CH:25]=[C:24]([C:28]([CH3:31])([CH3:30])[CH3:29])[CH:23]=4)=[O:20])[CH2:16]3)=[CH:11][CH:10]=2)[CH:5]=[CH:4][N:3]=1.[N:32]([CH2:35][CH3:36])=[C:33]=[O:34].